From a dataset of CYP2C19 inhibition data for predicting drug metabolism from PubChem BioAssay. Regression/Classification. Given a drug SMILES string, predict its absorption, distribution, metabolism, or excretion properties. Task type varies by dataset: regression for continuous measurements (e.g., permeability, clearance, half-life) or binary classification for categorical outcomes (e.g., BBB penetration, CYP inhibition). Dataset: cyp2c19_veith. The drug is c1ccc(SCc2nc3ccccc3[nH]2)cc1. The result is 1 (inhibitor).